From a dataset of Reaction yield outcomes from USPTO patents with 853,638 reactions. Predict the reaction yield, written as a fraction of the theoretical maximum amount of product (1.0 means a 100% yield; for example, 0.34 means a 34% yield). (1) The reactants are [CH3:1][N:2]([CH3:29])[CH2:3][CH2:4][CH2:5][O:6][C:7]1[CH:12]=[CH:11][C:10]([C:13]2[NH:22][C:16]3=[N:17][CH:18]=[C:19]([CH3:21])[CH:20]=[C:15]3[C:14]=2[CH:23]2[CH2:28][CH2:27][CH2:26][NH:25][CH2:24]2)=[CH:9][CH:8]=1.[O:30]=[C:31]1[C:39]2[C:34](=[CH:35][CH:36]=[CH:37][CH:38]=2)[C:33](=[O:40])[N:32]1[CH2:41][CH2:42][S:43](Cl)(=[O:45])=[O:44]. No catalyst specified. The product is [CH3:29][N:2]([CH3:1])[CH2:3][CH2:4][CH2:5][O:6][C:7]1[CH:8]=[CH:9][C:10]([C:13]2[NH:22][C:16]3=[N:17][CH:18]=[C:19]([CH3:21])[CH:20]=[C:15]3[C:14]=2[CH:23]2[CH2:28][CH2:27][CH2:26][N:25]([S:43]([CH2:42][CH2:41][N:32]3[C:31](=[O:30])[C:39]4[C:34](=[CH:35][CH:36]=[CH:37][CH:38]=4)[C:33]3=[O:40])(=[O:44])=[O:45])[CH2:24]2)=[CH:11][CH:12]=1. The yield is 0.0600. (2) The reactants are [NH2:1][C@H:2]([C:10]([OH:12])=[O:11])[CH2:3][C:4]1[CH:9]=[CH:8][CH:7]=[CH:6][CH:5]=1.[C:13](O)(=[O:15])[CH3:14]. No catalyst specified. The product is [C:13]([NH:1][C@H:2]([C:10]([OH:12])=[O:11])[CH2:3][C:4]1[CH:9]=[CH:8][CH:7]=[CH:6][CH:5]=1)(=[O:15])[CH3:14]. The yield is 0.784. (3) The reactants are [CH3:1][N:2]([CH3:29])[CH2:3][CH2:4][N:5]([C:10]1[CH:11]=[C:12]2[C:16](=[CH:17][CH:18]=1)[C:15](=[O:19])[N:14]([CH2:20][C:21]([O:23]C(C)(C)C)=[O:22])[C:13]2=[O:28])[S:6]([CH3:9])(=[O:8])=[O:7].[ClH:30]. The catalyst is O1CCOCC1. The product is [ClH:30].[CH3:1][N:2]([CH3:29])[CH2:3][CH2:4][N:5]([C:10]1[CH:11]=[C:12]2[C:16](=[CH:17][CH:18]=1)[C:15](=[O:19])[N:14]([CH2:20][C:21]([OH:23])=[O:22])[C:13]2=[O:28])[S:6]([CH3:9])(=[O:8])=[O:7]. The yield is 0.870. (4) The reactants are Br[C:2]1[C:10]2[O:9][CH:8]([CH2:11][O:12][S:13]([C:16]3[CH:21]=[CH:20][C:19]([CH3:22])=[CH:18][CH:17]=3)(=[O:15])=[O:14])[O:7][C:6]=2[CH:5]=[C:4]([Cl:23])[CH:3]=1.[Cl:24][C:25]1[CH:26]=[CH:27][C:28]([O:34][CH3:35])=[C:29](B(O)O)[CH:30]=1. No catalyst specified. The product is [Cl:24][C:25]1[CH:30]=[CH:29][C:28]([O:34][CH3:35])=[C:27]([C:2]2[C:10]3[O:9][CH:8]([CH2:11][O:12][S:13]([C:16]4[CH:17]=[CH:18][C:19]([CH3:22])=[CH:20][CH:21]=4)(=[O:15])=[O:14])[O:7][C:6]=3[CH:5]=[C:4]([Cl:23])[CH:3]=2)[CH:26]=1. The yield is 0.790.